Dataset: Forward reaction prediction with 1.9M reactions from USPTO patents (1976-2016). Task: Predict the product of the given reaction. (1) Given the reactants [F:1][C:2]([F:11])([F:10])[C:3]1[N:8]=[CH:7][C:6]([NH2:9])=[CH:5][CH:4]=1.[N:12]([O-])=O.[Na+].Cl[Sn]Cl.O, predict the reaction product. The product is: [NH:9]([C:6]1[CH:5]=[CH:4][C:3]([C:2]([F:1])([F:10])[F:11])=[N:8][CH:7]=1)[NH2:12]. (2) Given the reactants [CH3:1][O:2][C:3](=[O:21])[C:4]([C:14]1[CH:19]=[CH:18][C:17]([OH:20])=[CH:16][CH:15]=1)=[CH:5][C:6]1[CH:11]=[CH:10][C:9]([F:12])=[C:8]([CH3:13])[CH:7]=1.[CH2:22]([CH:24]1[O:26][CH2:25]1)Cl.C(=O)([O-])[O-].[K+].[K+], predict the reaction product. The product is: [CH3:1][O:2][C:3](=[O:21])[C:4]([C:14]1[CH:15]=[CH:16][C:17]([O:20][CH2:22][CH:24]2[CH2:25][O:26]2)=[CH:18][CH:19]=1)=[CH:5][C:6]1[CH:11]=[CH:10][C:9]([F:12])=[C:8]([CH3:13])[CH:7]=1. (3) The product is: [CH3:1][O:2][C:3]([C:5]1[C:13]([NH:14][C:15]2[CH:20]=[CH:19][C:18]([Br:30])=[CH:17][C:16]=2[Cl:21])=[C:12]([F:22])[C:8]2[N:9]=[CH:10][NH:11][C:7]=2[CH:6]=1)=[O:4]. Given the reactants [CH3:1][O:2][C:3]([C:5]1[C:13]([NH:14][C:15]2[CH:20]=[CH:19][CH:18]=[CH:17][C:16]=2[Cl:21])=[C:12]([F:22])[C:8]2[N:9]=[CH:10][NH:11][C:7]=2[CH:6]=1)=[O:4].C1C(=O)N([Br:30])C(=O)C1, predict the reaction product. (4) Given the reactants B(Br)(Br)Br.[Br:5][C:6]1[CH:7]=[N:8][C:9]2[C:14]([CH:15]=1)=[CH:13][C:12]([O:16]C)=[C:11]([F:18])[C:10]=2[CH3:19].CO, predict the reaction product. The product is: [Br:5][C:6]1[CH:7]=[N:8][C:9]2[C:14]([CH:15]=1)=[CH:13][C:12]([OH:16])=[C:11]([F:18])[C:10]=2[CH3:19]. (5) Given the reactants [Cl:1][C:2]1[CH:7]=[C:6]([CH2:8][OH:9])[CH:5]=[C:4]([O:10][CH2:11][CH3:12])[C:3]=1[C:13]1[CH:18]=[CH:17][C:16]([F:19])=[CH:15][CH:14]=1.C(N(CC)CC)C.CS(C)=O.O, predict the reaction product. The product is: [Cl:1][C:2]1[CH:7]=[C:6]([CH:8]=[O:9])[CH:5]=[C:4]([O:10][CH2:11][CH3:12])[C:3]=1[C:13]1[CH:18]=[CH:17][C:16]([F:19])=[CH:15][CH:14]=1. (6) Given the reactants C([O:5][C:6]([C@H:8]1[CH2:12][CH2:11][CH2:10][N:9]1[C:13](=[O:44])[CH2:14][O:15][C:16]1[CH:21]=[C:20]([C:22]2[NH:26][C:25](=[O:27])[O:24][N:23]=2)[CH:19]=[C:18]([O:28][CH2:29][C:30]([N:32]2[CH2:36][CH2:35][CH2:34][C@@H:33]2[C:37]([O:39]C(C)(C)C)=[O:38])=[O:31])[CH:17]=1)=[O:7])(C)(C)C, predict the reaction product. The product is: [C:37]([C@H:33]1[CH2:34][CH2:35][CH2:36][N:32]1[C:30](=[O:31])[CH2:29][O:28][C:18]1[CH:17]=[C:16]([CH:21]=[C:20]([C:22]2[NH:26][C:25](=[O:27])[O:24][N:23]=2)[CH:19]=1)[O:15][CH2:14][C:13]([N:9]1[CH2:10][CH2:11][CH2:12][C@@H:8]1[C:6]([OH:7])=[O:5])=[O:44])([OH:39])=[O:38].